From a dataset of Catalyst prediction with 721,799 reactions and 888 catalyst types from USPTO. Predict which catalyst facilitates the given reaction. (1) Reactant: [CH3:1][O:2][C:3]1[CH:39]=[CH:38][C:6]([CH2:7][O:8][C:9](=[O:37])[NH:10][C:11]2[CH:16]=[C:15]([O:17][CH3:18])[C:14]([O:19][CH3:20])=[CH:13][C:12]=2[C:21]([N:23]2[CH2:27][CH2:26][CH2:25][CH:24]2[C:28](C)(C)[O:29][SiH2]C(C)(C)C)=[O:22])=[CH:5][CH:4]=1.CCOC(C)=O.C(Cl)(Cl)Cl. Product: [CH3:1][O:2][C:3]1[CH:4]=[CH:5][C:6]([CH2:7][O:8][C:9](=[O:37])[NH:10][C:11]2[CH:16]=[C:15]([O:17][CH3:18])[C:14]([O:19][CH3:20])=[CH:13][C:12]=2[C:21]([N:23]2[CH2:27][CH2:26][CH2:25][CH:24]2[CH2:28][OH:29])=[O:22])=[CH:38][CH:39]=1. The catalyst class is: 1. (2) Reactant: [CH3:1][O:2][C:3]1[CH:8]=[CH:7][C:6]([CH:9]=[C:10]([C:13]([N:15]2[CH2:20][CH2:19][O:18][CH2:17][CH2:16]2)=[S:14])[C:11]#[N:12])=[CH:5][CH:4]=1.I[CH2:22][C:23]([O:25][CH2:26][CH3:27])=[O:24].CCN(C(C)C)C(C)C. Product: [C:11]([C:10]1[CH:9]([C:6]2[CH:7]=[CH:8][C:3]([O:2][CH3:1])=[CH:4][CH:5]=2)[CH:22]([C:23]([O:25][CH2:26][CH3:27])=[O:24])[S:14][C:13]=1[N:15]1[CH2:16][CH2:17][O:18][CH2:19][CH2:20]1)#[N:12]. The catalyst class is: 10. (3) Reactant: [Cl:1][C:2]1[N:3]([CH2:26][C:27](O)=[O:28])[C:4]2[C:9]([C:10]=1[S:11][C:12]1[CH:17]=[CH:16][CH:15]=[C:14]([C:18]([O:20][CH2:21][CH3:22])=[O:19])[C:13]=1[F:23])=[CH:8][CH:7]=[C:6]([Cl:24])[C:5]=2[F:25].CN(C(ON1N=NC2C=CC=NC1=2)=[N+](C)C)C.F[P-](F)(F)(F)(F)F.[NH:54]1[C:62]2[C:57](=[CH:58][CH:59]=[CH:60][CH:61]=2)[C:56]2([CH2:65][CH2:64][CH2:63]2)[CH2:55]1.CCN(C(C)C)C(C)C. Product: [Cl:1][C:2]1[N:3]([CH2:26][C:27](=[O:28])[N:54]2[C:62]3[C:57](=[CH:58][CH:59]=[CH:60][CH:61]=3)[C:56]3([CH2:65][CH2:64][CH2:63]3)[CH2:55]2)[C:4]2[C:9]([C:10]=1[S:11][C:12]1[C:13]([F:23])=[C:14]([CH:15]=[CH:16][CH:17]=1)[C:18]([O:20][CH2:21][CH3:22])=[O:19])=[CH:8][CH:7]=[C:6]([Cl:24])[C:5]=2[F:25]. The catalyst class is: 2. (4) Reactant: [CH3:1][C@H:2]1[O:7][CH2:6][C@@H:5]([C:8]2[CH:13]=[CH:12][CH:11]=[CH:10][CH:9]=2)[NH:4][CH2:3]1.Cl[C:15]1[N:16]=[C:17]([CH3:26])[C:18]2[O:19][CH2:20][C:21](=[O:25])[NH:22][C:23]=2[N:24]=1. Product: [CH3:26][C:17]1[C:18]2[O:19][CH2:20][C:21](=[O:25])[NH:22][C:23]=2[N:24]=[C:15]([N:4]2[C@H:5]([C:8]3[CH:9]=[CH:10][CH:11]=[CH:12][CH:13]=3)[CH2:6][O:7][C@H:2]([CH3:1])[CH2:3]2)[N:16]=1. The catalyst class is: 16.